Dataset: Forward reaction prediction with 1.9M reactions from USPTO patents (1976-2016). Task: Predict the product of the given reaction. (1) Given the reactants [CH:1]1[C:6]([F:7])=[CH:5][C:4]2[CH2:8][CH2:9][CH:10]([CH:12]([OH:29])[CH2:13][NH:14][CH2:15][CH:16]([OH:28])[CH:17]3[O:26][C:25]4[CH:24]=[CH:23][C:22]([F:27])=[CH:21][C:20]=4[CH2:19][CH2:18]3)[O:11][C:3]=2[CH:2]=1.[ClH:30].Cl, predict the reaction product. The product is: [CH:23]1[C:22]([F:27])=[CH:21][C:20]2[CH2:19][CH2:18][CH:17]([CH:16]([OH:28])[CH2:15][NH:14][CH2:13][CH:12]([OH:29])[CH:10]3[O:11][C:3]4[CH:2]=[CH:1][C:6]([F:7])=[CH:5][C:4]=4[CH2:8][CH2:9]3)[O:26][C:25]=2[CH:24]=1.[ClH:30]. (2) Given the reactants Cl[C:2]1[C:11]2[C:6](=[CH:7][C:8]([O:14][CH2:15][CH2:16][CH2:17][N:18]3[CH2:23][CH2:22][N:21]([CH2:24][C:25]#[CH:26])[CH2:20][CH2:19]3)=[C:9]([O:12][CH3:13])[CH:10]=2)[N:5]=[CH:4][N:3]=1.[OH:27][C:28]1[CH:29]=[C:30]2[C:34](=[N:35][CH:36]=1)[NH:33][CH:32]=[CH:31]2.C(=O)([O-])[O-].[K+].[K+], predict the reaction product. The product is: [NH:33]1[C:34]2[C:30](=[CH:29][C:28]([O:27][C:2]3[C:11]4[C:6](=[CH:7][C:8]([O:14][CH2:15][CH2:16][CH2:17][N:18]5[CH2:23][CH2:22][N:21]([CH2:24][C:25]#[CH:26])[CH2:20][CH2:19]5)=[C:9]([O:12][CH3:13])[CH:10]=4)[N:5]=[CH:4][N:3]=3)=[CH:36][N:35]=2)[CH:31]=[CH:32]1. (3) Given the reactants [NH2:1][C:2]1[C:7]([NH2:8])=[CH:6][C:5]([Br:9])=[CH:4][N:3]=1.[CH2:10]([O:12][C:13]1[CH:14]=[C:15]([CH:19]=[CH:20][CH:21]=1)[C:16](O)=O)[CH3:11].P(Cl)(Cl)(Cl)=O.[OH-].[Na+], predict the reaction product. The product is: [Br:9][C:5]1[CH:6]=[C:7]2[NH:8][C:16]([C:15]3[CH:19]=[CH:20][CH:21]=[C:13]([O:12][CH2:10][CH3:11])[CH:14]=3)=[N:1][C:2]2=[N:3][CH:4]=1. (4) Given the reactants [C:1]([O:5][C:6]([N:8]1[C:16]2[C:11](=[CH:12][C:13]([O:17][CH2:18][C:19]3[CH:24]=[CH:23][CH:22]=[CH:21][CH:20]=3)=[CH:14][CH:15]=2)[C:10]([C:25]2[N:26]([C:35]([O:37][C:38]([CH3:41])([CH3:40])[CH3:39])=[O:36])[C:27]3[C:32]([CH:33]=2)=[CH:31][C:30]([OH:34])=[CH:29][CH:28]=3)=[N:9]1)=[O:7])([CH3:4])([CH3:3])[CH3:2].Br[CH2:43][CH2:44][Cl:45].[OH-].[Na+], predict the reaction product. The product is: [C:1]([O:5][C:6]([N:8]1[C:16]2[C:11](=[CH:12][C:13]([O:17][CH2:18][C:19]3[CH:20]=[CH:21][CH:22]=[CH:23][CH:24]=3)=[CH:14][CH:15]=2)[C:10]([C:25]2[N:26]([C:35]([O:37][C:38]([CH3:41])([CH3:40])[CH3:39])=[O:36])[C:27]3[C:32]([CH:33]=2)=[CH:31][C:30]([O:34][CH2:43][CH2:44][Cl:45])=[CH:29][CH:28]=3)=[N:9]1)=[O:7])([CH3:4])([CH3:3])[CH3:2].